This data is from Peptide-MHC class I binding affinity with 185,985 pairs from IEDB/IMGT. The task is: Regression. Given a peptide amino acid sequence and an MHC pseudo amino acid sequence, predict their binding affinity value. This is MHC class I binding data. (1) The peptide sequence is CADGTRHTY. The MHC is HLA-A31:01 with pseudo-sequence HLA-A31:01. The binding affinity (normalized) is 0.0847. (2) The peptide sequence is EKSSKYYIK. The MHC is HLA-A24:02 with pseudo-sequence HLA-A24:02. The binding affinity (normalized) is 0. (3) The peptide sequence is SYLNALPSQRI. The MHC is H-2-Kd with pseudo-sequence H-2-Kd. The binding affinity (normalized) is 0.676. (4) The peptide sequence is DLKDLEAHI. The MHC is HLA-A02:06 with pseudo-sequence HLA-A02:06. The binding affinity (normalized) is 0. (5) The peptide sequence is QEPGPVGPL. The MHC is HLA-B18:01 with pseudo-sequence HLA-B18:01. The binding affinity (normalized) is 0.213. (6) The peptide sequence is TPTGTVMDI. The binding affinity (normalized) is 0.562. The MHC is HLA-B53:01 with pseudo-sequence HLA-B53:01. (7) The peptide sequence is RTYIYWHGR. The MHC is Mamu-B6601 with pseudo-sequence Mamu-B6601. The binding affinity (normalized) is 1.00.